Task: Binary Classification. Given a miRNA mature sequence and a target amino acid sequence, predict their likelihood of interaction.. Dataset: Experimentally validated miRNA-target interactions with 360,000+ pairs, plus equal number of negative samples The miRNA is hsa-miR-2054 with sequence CUGUAAUAUAAAUUUAAUUUAUU. The protein sequence of the target gene is MKGSIFTLFLFSVLFAISEVRSKESVRLCGLEYIRTVIYICASSRWRRHQEGIPQAQQAETGNSFQLPHKREFSEENPAQNLPKVDASGEDRLWGGQMPTEELWKSKKHSVMSRQDLQTLCCTDGCSMTDLSALC. Result: 0 (no interaction).